From a dataset of Reaction yield outcomes from USPTO patents with 853,638 reactions. Predict the reaction yield, written as a fraction of the theoretical maximum amount of product (1.0 means a 100% yield; for example, 0.34 means a 34% yield). (1) The reactants are [NH2:1][C:2]1[S:6][C:5]([C:7]2[C:12]([F:13])=[CH:11][CH:10]=[CH:9][C:8]=2[F:14])=[N:4][C:3]=1[C:15]([NH:17][C:18]1[CH:19]=[N:20][N:21]([CH3:38])[C:22]=1[CH:23]1[O:28][CH2:27][C:26]([CH3:37])([CH2:29][NH:30]C(=O)C(F)(F)F)[CH2:25][O:24]1)=[O:16]. The catalyst is CO.C([O-])([O-])=O.[K+].[K+]. The product is [NH2:1][C:2]1[S:6][C:5]([C:7]2[C:8]([F:14])=[CH:9][CH:10]=[CH:11][C:12]=2[F:13])=[N:4][C:3]=1[C:15]([NH:17][C:18]1[CH:19]=[N:20][N:21]([CH3:38])[C:22]=1[CH:23]1[O:28][CH2:27][C:26]([CH2:29][NH2:30])([CH3:37])[CH2:25][O:24]1)=[O:16]. The yield is 0.0500. (2) The reactants are [CH2:1]([O:4][C:5](=[O:21])[N:6]([CH2:16][CH:17]1[CH2:20][NH:19][CH2:18]1)[C@@H:7]1[CH2:9][C@H:8]1[C:10]1[CH:15]=[CH:14][CH:13]=[CH:12][CH:11]=1)[CH:2]=[CH2:3].[C:22]1(=[CH:26][C:27]#[N:28])[CH2:25][CH2:24][CH2:23]1.C1CCN2C(=NCCC2)CC1. The catalyst is C(#N)C. The product is [CH2:1]([O:4][C:5](=[O:21])[N:6]([CH2:16][CH:17]1[CH2:20][N:19]([C:22]2([CH2:26][C:27]#[N:28])[CH2:25][CH2:24][CH2:23]2)[CH2:18]1)[C@@H:7]1[CH2:9][C@H:8]1[C:10]1[CH:15]=[CH:14][CH:13]=[CH:12][CH:11]=1)[CH:2]=[CH2:3]. The yield is 0.410. (3) The reactants are [C:1]([C:5]1[N:9]=[C:8]([O:10][C:11]2[C:17]([CH3:18])=[CH:16][C:14]([NH2:15])=[C:13]([CH3:19])[CH:12]=2)[S:7][N:6]=1)([CH3:4])([CH3:3])[CH3:2].[CH2:20]([NH:22][CH3:23])[CH3:21].[CH:24](OC)(OC)OC. No catalyst specified. The yield is 0.590. The product is [C:1]([C:5]1[N:9]=[C:8]([O:10][C:11]2[C:17]([CH3:18])=[CH:16][C:14]([N:15]=[CH:23][N:22]([CH2:20][CH3:21])[CH3:24])=[C:13]([CH3:19])[CH:12]=2)[S:7][N:6]=1)([CH3:4])([CH3:3])[CH3:2]. (4) The reactants are FC(F)(F)S(O[C:7]1[CH:12]=[CH:11][C:10]([C:13]2[CH:18]=[CH:17][C:16]([O:19][CH3:20])=[C:15]([Cl:21])[CH:14]=2)=[C:9]([CH:22]=[O:23])[CH:8]=1)(=O)=O.[CH3:26][O:27][C:28]1[CH:29]=[CH:30][C:31](B2OC(C)(C)C(C)(C)O2)=[C:32](/[CH:34]=[CH:35]/[C:36]([O:38][CH2:39][CH3:40])=[O:37])[CH:33]=1.C([O-])([O-])=O.[Na+].[Na+]. The catalyst is COCCOC.CCO.[Pd]. The product is [Cl:21][C:15]1[CH:14]=[C:13]([C:10]2[CH:11]=[CH:12][C:7]([C:31]3[CH:30]=[CH:29][C:28]([O:27][CH3:26])=[CH:33][C:32]=3/[CH:34]=[CH:35]/[C:36]([O:38][CH2:39][CH3:40])=[O:37])=[CH:8][C:9]=2[CH:22]=[O:23])[CH:18]=[CH:17][C:16]=1[O:19][CH3:20]. The yield is 0.540. (5) The reactants are [CH3:1][C:2]1[C:3]([C:11]2[S:15][C:14]([C:16]([OH:18])=O)=[CH:13][CH:12]=2)=[N:4][O:5][C:6]=1[C:7]([F:10])([F:9])[F:8].C([N:26]1[CH2:31][CH2:30][CH2:29][C@H:28]([NH2:32])[CH2:27]1)(OC(C)(C)C)=O.[ClH:33]. The catalyst is O1CCOCC1. The product is [ClH:33].[NH2:32][C@H:28]1[CH2:29][CH2:30][CH2:31][N:26]([C:16]([C:14]2[S:15][C:11]([C:3]3[C:2]([CH3:1])=[C:6]([C:7]([F:8])([F:9])[F:10])[O:5][N:4]=3)=[CH:12][CH:13]=2)=[O:18])[CH2:27]1. The yield is 0.710. (6) The reactants are [N:1]1[C:10]2[C:5](=[C:6]([NH2:12])[C:7]([NH2:11])=[CH:8][CH:9]=2)[CH:4]=[CH:3][CH:2]=1.O.[C:14](O)(=[O:18])[C:15](O)=[O:16]. The catalyst is Cl. The product is [NH:12]1[C:6]2[C:5]3[CH:4]=[CH:3][CH:2]=[N:1][C:10]=3[CH:9]=[CH:8][C:7]=2[NH:11][C:15](=[O:16])[C:14]1=[O:18]. The yield is 0.830.